From a dataset of Reaction yield outcomes from USPTO patents with 853,638 reactions. Predict the reaction yield, written as a fraction of the theoretical maximum amount of product (1.0 means a 100% yield; for example, 0.34 means a 34% yield). (1) The reactants are [C:1]([O:5][C:6]([N:8]1[CH2:13][C:12](=[O:14])[CH2:11][CH2:10][CH:9]1[C:15]([OH:17])=[O:16])=[O:7])([CH3:4])([CH3:3])[CH3:2].[C:18](=O)([O-])[O-].[K+].[K+].IC. The catalyst is CN(C=O)C.C(OCC)(=O)C. The product is [O:14]=[C:12]1[CH2:13][N:8]([C:6]([O:5][C:1]([CH3:4])([CH3:2])[CH3:3])=[O:7])[CH:9]([C:15]([O:17][CH3:18])=[O:16])[CH2:10][CH2:11]1. The yield is 0.530. (2) The reactants are [CH2:1]([N:8]([CH2:19][C:20]1[CH:25]=[CH:24][CH:23]=[CH:22][CH:21]=1)[C:9]1([C:12]2[CH:17]=[CH:16][C:15](Br)=[CH:14][CH:13]=2)[CH2:11][CH2:10]1)[C:2]1[CH:7]=[CH:6][CH:5]=[CH:4][CH:3]=1.[CH3:26][Si:27]([C:30]#[CH:31])([CH3:29])[CH3:28]. The catalyst is C(N(CC)CC)C.[Cu]I.Cl[Pd](Cl)([P](C1C=CC=CC=1)(C1C=CC=CC=1)C1C=CC=CC=1)[P](C1C=CC=CC=1)(C1C=CC=CC=1)C1C=CC=CC=1. The product is [CH2:1]([N:8]([CH2:19][C:20]1[CH:25]=[CH:24][CH:23]=[CH:22][CH:21]=1)[C:9]1([C:12]2[CH:17]=[CH:16][C:15]([C:31]#[C:30][Si:27]([CH3:29])([CH3:28])[CH3:26])=[CH:14][CH:13]=2)[CH2:11][CH2:10]1)[C:2]1[CH:7]=[CH:6][CH:5]=[CH:4][CH:3]=1. The yield is 0.880. (3) The reactants are C(Cl)(=O)C(Cl)=O.[CH2:7]([O:9][C:10]1[N:15]=[C:14]([CH2:16][OH:17])[CH:13]=[CH:12][CH:11]=1)[CH3:8].CCN(CC)CC.O. The catalyst is C(Cl)Cl.CS(C)=O. The product is [CH2:7]([O:9][C:10]1[N:15]=[C:14]([CH:16]=[O:17])[CH:13]=[CH:12][CH:11]=1)[CH3:8]. The yield is 0.700. (4) The reactants are CN([CH:4]=[C:5]1[C:9]([CH3:11])([CH3:10])[O:8][C:7]([CH3:13])([CH3:12])[C:6]1=O)C.C(O)(=O)C.[NH2:19][C:20]([NH2:22])=[NH:21].C[O-].[Na+]. The catalyst is C(O)C. The product is [CH3:10][C:9]1([CH3:11])[C:5]2[CH:4]=[N:19][C:20]([NH2:22])=[N:21][C:6]=2[C:7]([CH3:13])([CH3:12])[O:8]1. The yield is 0.670. (5) The reactants are [Cl:1][C:2]1[C:3]([C:40]([F:43])([F:42])[F:41])=[CH:4][C:5]2[N:9]=[C:8]([CH:10]([OH:12])[CH3:11])[N:7]([C:13]3[CH:18]=[CH:17][C:16]([CH2:19][CH2:20][O:21][Si:22]([C:35]([CH3:38])([CH3:37])[CH3:36])([C:29]4[CH:34]=[CH:33][CH:32]=[CH:31][CH:30]=4)[C:23]4[CH:28]=[CH:27][CH:26]=[CH:25][CH:24]=4)=[CH:15][CH:14]=3)[C:6]=2[CH:39]=1.[H-].[Na+].[CH3:46]I.O. The catalyst is CN(C=O)C. The product is [Cl:1][C:2]1[C:3]([C:40]([F:43])([F:41])[F:42])=[CH:4][C:5]2[N:9]=[C:8]([CH:10]([O:12][CH3:46])[CH3:11])[N:7]([C:13]3[CH:14]=[CH:15][C:16]([CH2:19][CH2:20][O:21][Si:22]([C:35]([CH3:36])([CH3:38])[CH3:37])([C:23]4[CH:28]=[CH:27][CH:26]=[CH:25][CH:24]=4)[C:29]4[CH:30]=[CH:31][CH:32]=[CH:33][CH:34]=4)=[CH:17][CH:18]=3)[C:6]=2[CH:39]=1. The yield is 0.910. (6) The reactants are [H-].[Na+].[CH2:3]([OH:10])[C:4]1[CH:9]=[CH:8][CH:7]=[CH:6][CH:5]=1.[H][H].F[C:14]1[CH:19]=[CH:18][C:17]([N+:20]([O-:22])=[O:21])=[CH:16][C:15]=1[C:23]([F:26])([F:25])[F:24]. The catalyst is CN(C=O)C. The product is [CH2:3]([O:10][C:14]1[CH:19]=[CH:18][C:17]([N+:20]([O-:22])=[O:21])=[CH:16][C:15]=1[C:23]([F:24])([F:25])[F:26])[C:4]1[CH:9]=[CH:8][CH:7]=[CH:6][CH:5]=1. The yield is 0.830. (7) The reactants are Cl.[CH2:2]([O:4][C:5](=[O:17])[CH2:6][C:7](=O)[CH2:8][NH:9][CH:10]1[CH2:15][CH2:14][CH2:13][CH2:12][CH2:11]1)[CH3:3].C(O)(C)(C)C.[C:23]([S-:25])#[N:24].[K+]. The catalyst is O. The product is [CH2:2]([O:4][C:5](=[O:17])[CH2:6][C:7]1[NH:24][C:23](=[S:25])[N:9]([CH:10]2[CH2:15][CH2:14][CH2:13][CH2:12][CH2:11]2)[CH:8]=1)[CH3:3]. The yield is 0.940.